Task: Predict which catalyst facilitates the given reaction.. Dataset: Catalyst prediction with 721,799 reactions and 888 catalyst types from USPTO (1) Reactant: [Cl:1][C:2]1[N:7]=[C:6](Cl)[C:5]([CH2:9][O:10][C:11]2[CH:16]=[C:15]([CH:17]([CH3:19])[CH3:18])[CH:14]=[CH:13][C:12]=2[CH3:20])=[C:4]([CH3:21])[N:3]=1.[C:22]([O:26][C:27]([N:29]1[CH2:34][CH2:33][NH:32][CH2:31][CH2:30]1)=[O:28])([CH3:25])([CH3:24])[CH3:23].C(=O)([O-])[O-].[K+].[K+]. Product: [C:22]([O:26][C:27]([N:29]1[CH2:34][CH2:33][N:32]([C:6]2[C:5]([CH2:9][O:10][C:11]3[CH:16]=[C:15]([CH:17]([CH3:19])[CH3:18])[CH:14]=[CH:13][C:12]=3[CH3:20])=[C:4]([CH3:21])[N:3]=[C:2]([Cl:1])[N:7]=2)[CH2:31][CH2:30]1)=[O:28])([CH3:25])([CH3:23])[CH3:24]. The catalyst class is: 44. (2) Reactant: [CH:1]1([O:9][CH2:10][CH2:11][CH2:12][CH2:13][CH2:14][CH2:15]O)[CH2:8][CH2:7][CH2:6][CH2:5][CH2:4][C:3]#[C:2]1.N1C=CN=C1.C1C=CC(P(C2C=CC=CC=2)C2C=CC=CC=2)=CC=1.[I:41]I. Product: [I:41][CH2:15][CH2:14][CH2:13][CH2:12][CH2:11][CH2:10][O:9][CH:1]1[CH2:8][CH2:7][CH2:6][CH2:5][CH2:4][C:3]#[C:2]1. The catalyst class is: 134. (3) Reactant: F[C:2]1[CH:19]=[CH:18][C:17]([I:20])=[CH:16][C:3]=1[CH:4]=[N:5][NH:6][C:7]1[CH:15]=[CH:14][C:10]([C:11]([OH:13])=[O:12])=[CH:9][CH:8]=1.CC(C)([O-])C.[K+].Cl. Product: [I:20][C:17]1[CH:16]=[C:3]2[C:2](=[CH:19][CH:18]=1)[N:6]([C:7]1[CH:15]=[CH:14][C:10]([C:11]([OH:13])=[O:12])=[CH:9][CH:8]=1)[N:5]=[CH:4]2. The catalyst class is: 179. (4) Reactant: [CH:1]1([CH2:4][O:5][C:6]2[CH:7]=[CH:8][C:9]3[O:13][C:12]([C:14]4[O:18][N:17]=[C:16]([O:19][CH2:20][C@@H:21]([NH:23][C:24](=[O:30])[O:25][C:26]([CH3:29])([CH3:28])[CH3:27])[CH3:22])[CH:15]=4)=[N:11][C:10]=3[CH:31]=2)[CH2:3][CH2:2]1.[CH2:32]([Li])CCC.IC.Cl. Product: [CH:1]1([CH2:4][O:5][C:6]2[CH:7]=[CH:8][C:9]3[O:13][C:12]([C:14]4[O:18][N:17]=[C:16]([O:19][CH2:20][C@@H:21]([NH:23][C:24](=[O:30])[O:25][C:26]([CH3:27])([CH3:29])[CH3:28])[CH3:22])[C:15]=4[CH3:32])=[N:11][C:10]=3[CH:31]=2)[CH2:2][CH2:3]1. The catalyst class is: 134.